This data is from Reaction yield outcomes from USPTO patents with 853,638 reactions. The task is: Predict the reaction yield, written as a fraction of the theoretical maximum amount of product (1.0 means a 100% yield; for example, 0.34 means a 34% yield). (1) The reactants are [CH:1]1([C:7]2[C:15]3[C:10](=[CH:11][C:12]([C:16]4[NH:20][C:19](=[O:21])[O:18][N:17]=4)=[CH:13][CH:14]=3)[N:9]([CH2:22][C:23](O)=[O:24])[C:8]=2[C:26]2[CH:31]=[CH:30][CH:29]=[CH:28][CH:27]=2)[CH2:6][CH2:5][CH2:4][CH2:3][CH2:2]1.C[CH2:33][N:34](C(C)C)[CH:35](C)C.CNC.CN(C(ON1N=NC2C=CC=CC1=2)=[N+](C)C)C.[B-](F)(F)(F)F. The catalyst is C(Cl)Cl. The product is [CH:1]1([C:7]2[C:15]3[C:10](=[CH:11][C:12]([C:16]4[NH:20][C:19](=[O:21])[O:18][N:17]=4)=[CH:13][CH:14]=3)[N:9]([CH2:22][C:23]([N:34]([CH3:35])[CH3:33])=[O:24])[C:8]=2[C:26]2[CH:31]=[CH:30][CH:29]=[CH:28][CH:27]=2)[CH2:6][CH2:5][CH2:4][CH2:3][CH2:2]1. The yield is 0.300. (2) The reactants are Br[CH:2]([CH3:8])[C:3](=O)[C:4](=[O:6])[CH3:5].[NH2:9][C:10]([NH2:12])=[S:11]. The catalyst is C(O)C. The product is [NH2:12][C:10]1[S:11][C:2]([CH3:8])=[C:3]([C:4](=[O:6])[CH3:5])[N:9]=1. The yield is 0.650. (3) The reactants are C([O:3][C:4](=O)[C:5]([C:8]1[CH2:9][CH2:10][N:11]([CH2:14][C:15]2[CH:20]=[CH:19][CH:18]=[CH:17][CH:16]=2)[CH2:12][CH:13]=1)([CH3:7])[CH3:6])C.[H-].[H-].[H-].[H-].[Li+].[Al+3].O.[OH-].[Na+]. The catalyst is O1CCCC1. The product is [CH2:14]([N:11]1[CH2:10][CH:9]=[C:8]([C:5]([CH3:7])([CH3:6])[CH2:4][OH:3])[CH2:13][CH2:12]1)[C:15]1[CH:20]=[CH:19][CH:18]=[CH:17][CH:16]=1. The yield is 0.770. (4) The reactants are O[C:2]1[C:7]([I:8])=[CH:6][C:5]([N+:9]([O-:11])=[O:10])=[CH:4][N:3]=1.P(Cl)(Cl)(Cl)(Cl)[Cl:13].P(Cl)(Cl)(Cl)=O. No catalyst specified. The product is [Cl:13][C:2]1[C:7]([I:8])=[CH:6][C:5]([N+:9]([O-:11])=[O:10])=[CH:4][N:3]=1. The yield is 0.830.